From a dataset of Reaction yield outcomes from USPTO patents with 853,638 reactions. Predict the reaction yield, written as a fraction of the theoretical maximum amount of product (1.0 means a 100% yield; for example, 0.34 means a 34% yield). The reactants are [C:1]([O:5][C:6](=[O:34])[NH:7][CH2:8][CH2:9][CH:10]([C:12]1[CH:17]=[CH:16][C:15]([N:18]([C:20]2[CH:25]=[CH:24][C:23]([O:26][CH2:27][C:28]3[CH:33]=[CH:32][CH:31]=[CH:30][CH:29]=3)=[CH:22][CH:21]=2)[CH3:19])=[CH:14][CH:13]=1)[CH3:11])([CH3:4])([CH3:3])[CH3:2].[H-].[Na+].[CH3:37]I. The catalyst is C1COCC1. The product is [C:1]([O:5][C:6](=[O:34])[N:7]([CH2:8][CH2:9][CH:10]([C:12]1[CH:17]=[CH:16][C:15]([N:18]([C:20]2[CH:25]=[CH:24][C:23]([O:26][CH2:27][C:28]3[CH:33]=[CH:32][CH:31]=[CH:30][CH:29]=3)=[CH:22][CH:21]=2)[CH3:19])=[CH:14][CH:13]=1)[CH3:11])[CH3:37])([CH3:2])([CH3:3])[CH3:4]. The yield is 0.610.